Task: Predict the product of the given reaction.. Dataset: Forward reaction prediction with 1.9M reactions from USPTO patents (1976-2016) (1) Given the reactants [CH3:1][O:2][C:3](=[O:13])[C:4]1[CH:9]=[C:8]([Cl:10])[N:7]=[C:6](Br)[C:5]=1[NH2:12].[C:14](=O)([O-])[O-].[K+].[K+].CB1OB(C)OB(C)O1.O, predict the reaction product. The product is: [CH3:1][O:2][C:3](=[O:13])[C:4]1[CH:9]=[C:8]([Cl:10])[N:7]=[C:6]([CH3:14])[C:5]=1[NH2:12]. (2) The product is: [CH:18]([O:17][C:15]([N:14]1[C:6]2[C:7]3[CH2:8][CH2:9][CH2:10][C:11]=3[CH:12]=[CH:13][C:5]=2[C:24](=[O:25])[CH2:23][CH2:22][CH2:21]1)=[O:16])([CH3:19])[CH3:20]. Given the reactants COC([C:5]1[C:6]([N:14]([CH2:21][CH2:22][CH2:23][C:24](OCC)=[O:25])[C:15]([O:17][CH:18]([CH3:20])[CH3:19])=[O:16])=[C:7]2[C:11](=[CH:12][CH:13]=1)[CH2:10][CH2:9][CH2:8]2)=O.CC(C)([O-])C.[K+].Cl.[Cl-].[Li+], predict the reaction product. (3) Given the reactants [Cl:1][C:2]1[CH:3]=[C:4]([S:8]([CH:11]2[CH2:16][CH2:15][CH2:14]/[C:13](=[CH:17]\N(C)C)/[C:12]2=O)(=[O:10])=[O:9])[CH:5]=[CH:6][CH:7]=1.[N+]([O-])(O)=O.[N+]([O-])(O)=O.[CH3:30][O:31][C:32]1[CH:33]=[C:34]([NH:44][C:45]([NH2:47])=[NH:46])[CH:35]=[CH:36][C:37]=1[N:38]1[CH:42]=[C:41]([CH3:43])[N:40]=[CH:39]1, predict the reaction product. The product is: [Cl:1][C:2]1[CH:3]=[C:4]([S:8]([CH:11]2[C:12]3[N:47]=[C:45]([NH:44][C:34]4[CH:35]=[CH:36][C:37]([N:38]5[CH:42]=[C:41]([CH3:43])[N:40]=[CH:39]5)=[C:32]([O:31][CH3:30])[CH:33]=4)[N:46]=[CH:17][C:13]=3[CH2:14][CH2:15][CH2:16]2)(=[O:10])=[O:9])[CH:5]=[CH:6][CH:7]=1. (4) Given the reactants Cl.[CH3:2][S:3]([C:6]1[CH:7]=[C:8]([CH:10]=[CH:11][CH:12]=1)[NH2:9])(=[O:5])=[O:4].[CH2:13]([O:15][C:16](=[O:30])[CH:17]([C:22](=O)[C:23]1[CH:28]=[CH:27][CH:26]=[CH:25][CH:24]=1)[CH2:18][C:19](=O)[CH3:20])[CH3:14].C(N(CC)CC)C.CC1C=CC(S(O)(=O)=O)=CC=1, predict the reaction product. The product is: [CH2:13]([O:15][C:16]([C:17]1[CH:18]=[C:19]([CH3:20])[N:9]([C:8]2[CH:10]=[CH:11][CH:12]=[C:6]([S:3]([CH3:2])(=[O:4])=[O:5])[CH:7]=2)[C:22]=1[C:23]1[CH:24]=[CH:25][CH:26]=[CH:27][CH:28]=1)=[O:30])[CH3:14]. (5) The product is: [ClH:36].[CH:33]1([C:18]2[C:17]([CH2:16][NH2:8])=[CH:22][C:21]([C:23]3[CH:28]=[N:27][C:26]([C:29]([F:30])([F:32])[F:31])=[N:25][CH:24]=3)=[CH:20][N:19]=2)[CH2:35][CH2:34]1. Given the reactants C(OC([N:8]([CH2:16][C:17]1[C:18]([CH:33]2[CH2:35][CH2:34]2)=[N:19][CH:20]=[C:21]([C:23]2[CH:24]=[N:25][C:26]([C:29]([F:32])([F:31])[F:30])=[N:27][CH:28]=2)[CH:22]=1)C(=O)OC(C)(C)C)=O)(C)(C)C.[ClH:36], predict the reaction product.